From a dataset of Retrosynthesis with 50K atom-mapped reactions and 10 reaction types from USPTO. Predict the reactants needed to synthesize the given product. (1) Given the product O=C(O)c1cc2c(Cl)c(Cl)ccc2[nH]1, predict the reactants needed to synthesize it. The reactants are: CCOC(=O)c1cc2c(Cl)c(Cl)ccc2[nH]1. (2) Given the product O=c1[nH]ncc(N2CCN(Cc3ccccc3)CC2)c1Cl, predict the reactants needed to synthesize it. The reactants are: O=c1[nH]ncc(Cl)c1Cl.c1ccc(CN2CCNCC2)cc1.